This data is from Catalyst prediction with 721,799 reactions and 888 catalyst types from USPTO. The task is: Predict which catalyst facilitates the given reaction. (1) Reactant: [NH:1]1[CH:5]=[N:4][CH:3]=[N:2]1.Br[CH2:7][CH2:8][N:9]1[C:13](=[O:14])[C:12]2=[CH:15][CH:16]=[CH:17][CH:18]=[C:11]2[C:10]1=[O:19].C(=O)([O-])[O-].[K+].[K+]. Product: [N:1]1([CH2:7][CH2:8][N:9]2[C:10](=[O:19])[C:11]3[C:12](=[CH:15][CH:16]=[CH:17][CH:18]=3)[C:13]2=[O:14])[CH:5]=[N:4][CH:3]=[N:2]1. The catalyst class is: 3. (2) Reactant: [CH2:1]([O:3][C:4]([C:6]1[N:11]=[CH:10][C:9]2[N:12]=[C:13]([C:15]3[CH:20]=[CH:19][C:18]([F:21])=[CH:17][CH:16]=3)[S:14][C:8]=2[C:7]=1[OH:22])=[O:5])[CH3:2].[Br:23]N1C(=O)CCC1=O.C(OOC(=O)C1C=CC=CC=1)(=O)C1C=CC=CC=1. Product: [CH2:1]([O:3][C:4]([C:6]1[N:11]=[C:10]([Br:23])[C:9]2[N:12]=[C:13]([C:15]3[CH:20]=[CH:19][C:18]([F:21])=[CH:17][CH:16]=3)[S:14][C:8]=2[C:7]=1[OH:22])=[O:5])[CH3:2]. The catalyst class is: 53.